This data is from Catalyst prediction with 721,799 reactions and 888 catalyst types from USPTO. The task is: Predict which catalyst facilitates the given reaction. (1) Reactant: [CH:1]#[N+:2][CH2:3]S(C1C=CC(C)=CC=1)(=O)=O.[CH3:14][O:15][C:16]1[CH:17]=[CH:18][C:19]([C@H:22]2[CH2:24][C@@H:23]2[CH2:25][O:26][C:27]2[C:32]([CH:33]=[O:34])=[CH:31][N:30]=[C:29]([CH3:35])[N:28]=2)=[N:20][CH:21]=1.C([O-])([O-])=O.[K+].[K+]. Product: [CH3:14][O:15][C:16]1[CH:17]=[CH:18][C:19]([C@H:22]2[CH2:24][C@@H:23]2[CH2:25][O:26][C:27]2[C:32]([C:33]3[O:34][CH:3]=[N:2][CH:1]=3)=[CH:31][N:30]=[C:29]([CH3:35])[N:28]=2)=[N:20][CH:21]=1. The catalyst class is: 5. (2) Reactant: [Cl:1][C:2]1[C:3]2[N:4]([C:15](=[O:18])[NH:16][N:17]=2)[N:5]=[CH:6][C:7]=1[C:8]1[CH:13]=[CH:12][C:11]([Cl:14])=[CH:10][CH:9]=1.[F:19][C:20]([F:30])([F:29])[C:21]1[CH:28]=[CH:27][C:24]([CH2:25]Br)=[CH:23][CH:22]=1.C([O-])([O-])=O.[K+].[K+].CCOC(C)=O. Product: [F:19][C:20]([F:29])([F:30])[C:21]1[CH:28]=[CH:27][C:24]([CH2:25][N:16]2[C:15](=[O:18])[N:4]3[N:5]=[CH:6][C:7]([C:8]4[CH:13]=[CH:12][C:11]([Cl:14])=[CH:10][CH:9]=4)=[C:2]([Cl:1])[C:3]3=[N:17]2)=[CH:23][CH:22]=1. The catalyst class is: 3. (3) Reactant: C[O:2][C:3]1[N:8]=[C:7]([C:9]([NH:11][CH2:12][CH:13]2[CH2:18][CH2:17][O:16][CH2:15][CH2:14]2)=[O:10])[C:6]([NH:19][C:20]([C:22]2[C:31]3[C:26](=[CH:27][CH:28]=[CH:29][CH:30]=3)[C:25]([CH2:32][N:33]3[CH:37]=[CH:36][N:35]=[N:34]3)=[CH:24][CH:23]=2)=[O:21])=[CH:5][CH:4]=1.Cl.N1C=CC=CC=1. Product: [OH:2][C:3]1[N:8]=[C:7]([C:9]([NH:11][CH2:12][CH:13]2[CH2:14][CH2:15][O:16][CH2:17][CH2:18]2)=[O:10])[C:6]([NH:19][C:20]([C:22]2[C:31]3[C:26](=[CH:27][CH:28]=[CH:29][CH:30]=3)[C:25]([CH2:32][N:33]3[CH:37]=[CH:36][N:35]=[N:34]3)=[CH:24][CH:23]=2)=[O:21])=[CH:5][CH:4]=1. The catalyst class is: 6. (4) Reactant: C([NH:5][C:6]([NH:8][C@H:9]([CH2:12][CH2:13][C:14]1[CH:18]=[CH:17][S:16][CH:15]=1)[CH2:10]O)=[S:7])(C)(C)C.Cl. Product: [S:16]1[CH:17]=[CH:18][C:14]([CH2:13][CH2:12][C@@H:9]2[CH2:10][S:7][C:6]([NH2:5])=[N:8]2)=[CH:15]1. The catalyst class is: 8. (5) Reactant: [S:1]1[C:5]2[CH:6]=[CH:7][CH:8]=[CH:9][C:4]=2[N:3]=[C:2]1[CH2:10][CH:11]([NH:17]C(=O)OC(C)(C)C)[C:12]([N:14]([CH3:16])[CH3:15])=[O:13].O1CCOCC1.Cl. Product: [NH2:17][CH:11]([CH2:10][C:2]1[S:1][C:5]2[CH:6]=[CH:7][CH:8]=[CH:9][C:4]=2[N:3]=1)[C:12]([N:14]([CH3:15])[CH3:16])=[O:13]. The catalyst class is: 10.